Task: Predict the product of the given reaction.. Dataset: Forward reaction prediction with 1.9M reactions from USPTO patents (1976-2016) Given the reactants [F:1][C:2]1[CH:7]=[CH:6][CH:5]=[C:4]([O:8][CH2:9][CH3:10])[C:3]=1[N:11]1[CH:15]=[CH:14][C:13]([NH2:16])=[N:12]1.[O:17]=[C:18]1[N:22]2[CH2:23][CH2:24][C@H:25]([CH2:27][C:28](O)=[O:29])[CH2:26][C@@H:21]2[CH2:20][O:19]1, predict the reaction product. The product is: [CH2:9]([O:8][C:4]1[CH:5]=[CH:6][CH:7]=[C:2]([F:1])[C:3]=1[N:11]1[CH:15]=[CH:14][C:13]([NH:16][C:28](=[O:29])[CH2:27][C@H:25]2[CH2:24][CH2:23][N:22]3[C:18](=[O:17])[O:19][CH2:20][C@H:21]3[CH2:26]2)=[N:12]1)[CH3:10].